Dataset: Forward reaction prediction with 1.9M reactions from USPTO patents (1976-2016). Task: Predict the product of the given reaction. (1) The product is: [C:8]([C:7]1[C:2]([S:19][CH2:20][C:21]([NH2:23])=[O:22])=[N:3][CH:4]=[N:5][C:6]=1[C:10]1[CH:15]=[CH:14][CH:13]=[C:12]([N+:16]([O-:18])=[O:17])[CH:11]=1)#[N:9]. Given the reactants Cl[C:2]1[C:7]([C:8]#[N:9])=[C:6]([C:10]2[CH:15]=[CH:14][CH:13]=[C:12]([N+:16]([O-:18])=[O:17])[CH:11]=2)[N:5]=[CH:4][N:3]=1.[SH:19][CH2:20][C:21]([NH2:23])=[O:22].C(N(C(C)C)CC)(C)C.CCO, predict the reaction product. (2) Given the reactants [Cl:1][C:2]1[CH:18]=[CH:17][CH:16]=[C:15]([N+:19]([O-:21])=[O:20])[C:3]=1[C:4]([NH:6][C:7]1[CH:12]=[CH:11][N:10]=[C:9]([Cl:13])[C:8]=1F)=O.NC(N)=[S:24].N1C=CC=CC=1.CCN(CC)CC, predict the reaction product. The product is: [Cl:13][C:9]1[C:8]2[S:24][C:4]([C:3]3[C:15]([N+:19]([O-:21])=[O:20])=[CH:16][CH:17]=[CH:18][C:2]=3[Cl:1])=[N:6][C:7]=2[CH:12]=[CH:11][N:10]=1. (3) Given the reactants Br[CH2:2][CH2:3][CH2:4][O:5][CH:6]1[CH2:11][CH2:10][CH2:9][CH2:8][O:7]1.C(=O)([O-])[O-].[Cs+].[Cs+].CN(C)C(=O)C.[Cl:24][C:25]1[CH:26]=[C:27]([OH:32])[CH:28]=[N:29][C:30]=1[F:31], predict the reaction product. The product is: [Cl:24][C:25]1[C:30]([F:31])=[N:29][CH:28]=[C:27]([O:32][CH2:2][CH2:3][CH2:4][O:5][CH:6]2[CH2:11][CH2:10][CH2:9][CH2:8][O:7]2)[CH:26]=1. (4) Given the reactants [Br:1][C:2]1[CH:3]=[CH:4][C:5]([F:47])=[C:6]([C@:8]23[CH2:16][O:15][C@H:14]([CH2:17][O:18]C(C4C=CC=CC=4)(C4C=CC=CC=4)C4C=CC=CC=4)[C@H:13]2[CH2:12][S:11][C:10]([NH:38][C:39](=[O:46])[C:40]2[CH:45]=[CH:44][CH:43]=[CH:42][CH:41]=2)=[N:9]3)[CH:7]=1.O.C(N(CC)CC)C, predict the reaction product. The product is: [Br:1][C:2]1[CH:3]=[CH:4][C:5]([F:47])=[C:6]([C@:8]23[CH2:16][O:15][C@H:14]([CH2:17][OH:18])[C@H:13]2[CH2:12][S:11][C:10]([NH:38][C:39](=[O:46])[C:40]2[CH:45]=[CH:44][CH:43]=[CH:42][CH:41]=2)=[N:9]3)[CH:7]=1. (5) Given the reactants [C:1]([C:3]1[CH:4]=[C:5]([CH:9]=[CH:10][CH:11]=1)[C:6](O)=[O:7])#[N:2].O=S(Cl)[Cl:14].C(OCC)(=O)C, predict the reaction product. The product is: [C:1]([C:3]1[CH:4]=[C:5]([CH:9]=[CH:10][CH:11]=1)[C:6]([Cl:14])=[O:7])#[N:2]. (6) Given the reactants C(OC([N:8]1[CH2:13][CH2:12][CH:11]([N:14]([CH2:21][CH2:22][N:23]2[CH2:28][CH2:27][CH:26]([CH2:29][C:30](=[O:42])[NH:31][C:32]3[CH:37]=[CH:36][C:35]([S:38]([CH3:41])(=[O:40])=[O:39])=[CH:34][CH:33]=3)[CH2:25][CH2:24]2)[C:15]2[CH:20]=[CH:19][CH:18]=[CH:17][CH:16]=2)[CH2:10][CH2:9]1)=O)(C)(C)C.C(O)(C(F)(F)F)=O, predict the reaction product. The product is: [CH3:41][S:38]([C:35]1[CH:34]=[CH:33][C:32]([NH:31][C:30](=[O:42])[CH2:29][CH:26]2[CH2:25][CH2:24][N:23]([CH2:22][CH2:21][N:14]([C:15]3[CH:20]=[CH:19][CH:18]=[CH:17][CH:16]=3)[CH:11]3[CH2:10][CH2:9][NH:8][CH2:13][CH2:12]3)[CH2:28][CH2:27]2)=[CH:37][CH:36]=1)(=[O:39])=[O:40]. (7) Given the reactants [C:1]([C:3]1[N:4](C(OC(C)(C)C)=O)[C:5]([C:8]2[CH:9]=[CH:10][C:11]3[NH:16][C:15](=[S:17])[O:14][C:13]([CH3:19])([CH3:18])[C:12]=3[CH:20]=2)=[CH:6][CH:7]=1)#[N:2].CC[O-].[Na+], predict the reaction product. The product is: [CH3:18][C:13]1([CH3:19])[C:12]2[CH:20]=[C:8]([C:5]3[NH:4][C:3]([C:1]#[N:2])=[CH:7][CH:6]=3)[CH:9]=[CH:10][C:11]=2[NH:16][C:15](=[S:17])[O:14]1. (8) Given the reactants [Cl:1][C:2]1[C:3]([CH2:8][NH:9][C:10]([CH:12]2[CH2:15][C:14](=[O:16])[CH2:13]2)=O)=[N:4][CH:5]=[CH:6][N:7]=1.CN(C=O)C.O=P(Cl)(Cl)Cl.C([O-])([O-])=O.[Na+].[Na+], predict the reaction product. The product is: [Cl:1][C:2]1[C:3]2[N:4]([C:10]([CH:12]3[CH2:15][C:14](=[O:16])[CH2:13]3)=[N:9][CH:8]=2)[CH:5]=[CH:6][N:7]=1.